Dataset: Forward reaction prediction with 1.9M reactions from USPTO patents (1976-2016). Task: Predict the product of the given reaction. (1) Given the reactants Br[C:2]1[CH:7]=[CH:6][C:5]([C:8]2[O:12][N:11]=[C:10]([CH3:13])[C:9]=2[CH:14]([OH:27])[CH2:15][CH2:16]/[CH:17]=[CH:18]/[C:19]2[CH:24]=[CH:23][C:22]([Cl:25])=[C:21]([Cl:26])[CH:20]=2)=[CH:4][CH:3]=1.[CH2:28]([O:30][C:31](=[O:51])[CH2:32][C:33]1([C:36]2[CH:41]=[CH:40][C:39](B3OC(C)(C)C(C)(C)O3)=[CH:38][CH:37]=2)[CH2:35][CH2:34]1)[CH3:29], predict the reaction product. The product is: [CH2:28]([O:30][C:31](=[O:51])[CH2:32][C:33]1([C:36]2[CH:41]=[CH:40][C:39]([C:2]3[CH:7]=[CH:6][C:5]([C:8]4[O:12][N:11]=[C:10]([CH3:13])[C:9]=4[CH:14]([OH:27])[CH2:15][CH2:16]/[CH:17]=[CH:18]/[C:19]4[CH:24]=[CH:23][C:22]([Cl:25])=[C:21]([Cl:26])[CH:20]=4)=[CH:4][CH:3]=3)=[CH:38][CH:37]=2)[CH2:35][CH2:34]1)[CH3:29]. (2) The product is: [OH:27][C:4]1[CH:5]=[CH:6][C:7]([N:9]2[CH2:14][CH2:13][C:12]3[CH:15]=[C:16]([C:18]4[CH:23]=[CH:22][C:21]([O:24][CH3:25])=[CH:20][CH:19]=4)[S:17][C:11]=3[C:10]2=[O:26])=[CH:8][C:3]=1[O:2][CH3:1]. Given the reactants [CH3:1][O:2][C:3]1[CH:8]=[C:7]([N:9]2[CH2:14][CH2:13][C:12]3[CH:15]=[C:16]([C:18]4[CH:23]=[CH:22][C:21]([O:24][CH3:25])=[CH:20][CH:19]=4)[S:17][C:11]=3[C:10]2=[O:26])[CH:6]=[CH:5][C:4]=1[O:27]S(C1C(C)=CC=CC=1)(=O)=O.[OH-].[K+].CCO.Cl, predict the reaction product. (3) Given the reactants [NH2:1][CH2:2][CH2:3][C:4]1[CH:5]=[C:6]([C:10]2[CH:15]=[CH:14][N:13]3[C:16]([C:19]4[CH:20]=[C:21]([NH:25][C:26]([NH:28][CH2:29][CH3:30])=[O:27])[CH:22]=[CH:23][CH:24]=4)=[CH:17][N:18]=[C:12]3[CH:11]=2)[CH:7]=[CH:8][CH:9]=1.CCOC(C)=O.[ClH:37], predict the reaction product. The product is: [ClH:37].[ClH:37].[NH2:1][CH2:2][CH2:3][C:4]1[CH:5]=[C:6]([C:10]2[CH:15]=[CH:14][N:13]3[C:16]([C:19]4[CH:20]=[C:21]([NH:25][C:26]([NH:28][CH2:29][CH3:30])=[O:27])[CH:22]=[CH:23][CH:24]=4)=[CH:17][N:18]=[C:12]3[CH:11]=2)[CH:7]=[CH:8][CH:9]=1.